From a dataset of Microsomal clearance measurements from AstraZeneca. Regression/Classification. Given a drug SMILES string, predict its absorption, distribution, metabolism, or excretion properties. Task type varies by dataset: regression for continuous measurements (e.g., permeability, clearance, half-life) or binary classification for categorical outcomes (e.g., BBB penetration, CYP inhibition). For this dataset (clearance_microsome_az), we predict log10(clearance) (log10 of the in vitro intrinsic clearance, CLint, in uL/min per mg of human liver microsomal protein, equivalently mL/min/g; values are censored to the assay range of 3 to 150, which is 0.477 to 2.18 on this log10 scale). (1) The drug is O=C(NO)c1ccc(NS(=O)(=O)c2ccccc2)cc1. The log10(clearance) is 1.08. (2) The drug is CC(C)(C)NC(=O)[C@@H]1C[C@@H]2CCCC[C@@H]2CN1C[C@@H](O)[C@H](Cc1ccccc1)NC(=O)[C@H](CC(N)=O)NC(=O)c1ccc2ccccc2n1. The log10(clearance) is 2.18. (3) The drug is NC(=O)Nc1cc(-c2ccsc2)sc1C(N)=O. The log10(clearance) is 1.65. (4) The compound is CCc1ccc(CCNCCCSCCNC[C@H](O)c2ccc(O)c3[nH]c(=O)sc23)cc1. The log10(clearance) is 1.83. (5) The molecule is O=C(NCC12CC3CC(CC(C3)C1)C2)c1cc(OCCCNCCCO)ccc1Cl. The log10(clearance) is 1.43.